Dataset: Reaction yield outcomes from USPTO patents with 853,638 reactions. Task: Predict the reaction yield, written as a fraction of the theoretical maximum amount of product (1.0 means a 100% yield; for example, 0.34 means a 34% yield). (1) The reactants are C(OC([N:8]1[CH2:13][CH2:12][N:11]([C:14]2[CH:19]=[CH:18][C:17]([C:20]([F:23])([F:22])[F:21])=[CH:16][C:15]=2[F:24])[CH2:10][CH2:9]1)=O)(C)(C)C.Cl. The catalyst is O1CCOCC1. The product is [F:24][C:15]1[CH:16]=[C:17]([C:20]([F:21])([F:22])[F:23])[CH:18]=[CH:19][C:14]=1[N:11]1[CH2:12][CH2:13][NH:8][CH2:9][CH2:10]1. The yield is 0.950. (2) The reactants are C=CC1C=CC=CC=1.CC[CH2:11][CH2:12][CH2:13][CH2:14][CH2:15][CH2:16][CH2:17][CH2:18][CH2:19][CH2:20][CH2:21][CH2:22][CH2:23][CH3:24]. The catalyst is C1(C)C=CC=CC=1.C(OCC)(=O)C. The product is [C:19]1(/[CH:18]=[CH:17]/[C:16]2[CH:11]=[CH:12][CH:13]=[CH:14][CH:15]=2)[CH:20]=[CH:21][CH:22]=[CH:23][CH:24]=1. The yield is 0.130. (3) The yield is 0.990. The product is [CH3:23][S:24]([OH:27])(=[O:26])=[O:25].[F:1][C:2]1[CH:3]=[C:4]([CH:20]=[CH:21][CH:22]=1)[CH2:5][O:6][C:7]1[CH:8]=[CH:9][C:10]([CH2:11][NH:12][C@@H:13]([CH3:17])[C:14]([NH2:16])=[O:15])=[CH:18][CH:19]=1. The reactants are [F:1][C:2]1[CH:3]=[C:4]([CH:20]=[CH:21][CH:22]=1)[CH2:5][O:6][C:7]1[CH:19]=[CH:18][C:10]([CH2:11][NH:12][C@@H:13]([CH3:17])[C:14]([NH2:16])=[O:15])=[CH:9][CH:8]=1.[CH3:23][S:24]([OH:27])(=[O:26])=[O:25]. The catalyst is C(OCC)(=O)C. (4) The reactants are [C:1]([O:8]CC)(=[O:7])[C:2](OCC)=O.[O-]CC.[K+].[N+:15]([C:18]1[CH:23]=[CH:22][CH:21]=[C:20]([CH3:24])[C:19]=1C)([O-:17])=[O:16]. The catalyst is CCOCC. The product is [CH3:24][C:20]1[CH:21]=[CH:22][CH:23]=[C:18]([N+:15]([O-:17])=[O:16])[C:19]=1[CH2:2][C:1]([OH:8])=[O:7]. The yield is 0.450. (5) The reactants are [CH2:1]([O:8][C:9]1[C:14](=[O:15])[CH:13]=[CH:12][NH:11][C:10]=1[CH3:16])[C:2]1[CH:7]=[CH:6][CH:5]=[CH:4][CH:3]=1.C(=O)([O-])[O-].[K+].[K+].[C:23]([CH:27](O)[O:28]C)([F:26])([F:25])[F:24]. No catalyst specified. The product is [CH2:1]([O:8][C:9]1[C:14](=[O:15])[C:13]([CH:27]([OH:28])[C:23]([F:26])([F:25])[F:24])=[CH:12][NH:11][C:10]=1[CH3:16])[C:2]1[CH:3]=[CH:4][CH:5]=[CH:6][CH:7]=1. The yield is 0.378. (6) No catalyst specified. The reactants are F[C:2](F)(F)[S:3]([O-:6])(=[O:5])=[O:4].C([N+]1C=CN(C)C=1)CC[CH2:12][CH2:13][CH2:14][CH2:15][CH2:16][CH2:17][CH3:18].[C:25]1([CH3:31])[CH:30]=[CH:29]C=[CH:27][CH:26]=1.[S:32](=[O:35])(=[O:34])=[O:33]. The yield is 0.770. The product is [C:25]1([CH3:31])[CH:30]=[CH:29][C:2]([S:3]([OH:6])(=[O:5])=[O:4])=[CH:27][CH:26]=1.[C:13]1([CH3:12])[C:18]([S:32]([OH:35])(=[O:34])=[O:33])=[CH:17][CH:16]=[CH:15][CH:14]=1. (7) The reactants are [C:1]([O:5][C:6]([NH:8][C@@H:9]([C:13]1[CH:18]=[CH:17][C:16]([OH:19])=[CH:15][CH:14]=1)[C:10]([OH:12])=[O:11])=[O:7])([CH3:4])([CH3:3])[CH3:2].[H-].[Na+].Br[CH2:23][CH2:24][O:25][CH:26]1[CH2:31][CH2:30][CH2:29][CH2:28][O:27]1. The catalyst is CN(C)C=O. The product is [C:1]([O:5][C:6]([NH:8][C@@H:9]([C:13]1[CH:18]=[CH:17][C:16]([O:19][CH2:23][CH2:24][O:25][CH:26]2[CH2:31][CH2:30][CH2:29][CH2:28][O:27]2)=[CH:15][CH:14]=1)[C:10]([OH:12])=[O:11])=[O:7])([CH3:4])([CH3:2])[CH3:3]. The yield is 0.840. (8) The reactants are [N:1]1[C:10]2[CH:9]=[CH:8][NH:7][C:6](=O)[C:5]=2[CH:4]=[CH:3][CH:2]=1.O=P(Cl)(Cl)[Cl:14]. No catalyst specified. The product is [Cl:14][C:6]1[N:7]=[CH:8][CH:9]=[C:10]2[C:5]=1[CH:4]=[CH:3][CH:2]=[N:1]2. The yield is 0.950.